Task: Binary Classification. Given a drug SMILES string, predict its activity (active/inactive) in a high-throughput screening assay against a specified biological target.. Dataset: HIV replication inhibition screening data with 41,000+ compounds from the AIDS Antiviral Screen The drug is CC(C)[Si]1(C(C)C)OCC2OC(n3cnc4c(N)ncnc43)C(N)C2O[Si](C(C)C)(C(C)C)O1. The result is 0 (inactive).